Predict the product of the given reaction. From a dataset of Forward reaction prediction with 1.9M reactions from USPTO patents (1976-2016). (1) Given the reactants [OH-].[Na+].O1CCOCC1.C([O:12][C:13]1[CH:40]=[CH:39][C:16]([C:17]([NH:19][C:20]2[CH:32]=[C:31]([C:33]3[CH:38]=[CH:37][CH:36]=[CH:35][CH:34]=3)[CH:30]=[CH:29][C:21]=2[C:22]([O:24][C:25]([CH3:28])([CH3:27])[CH3:26])=[O:23])=[O:18])=[C:15]([O:41][CH2:42][C:43]2[CH:48]=[CH:47][CH:46]=[CH:45][CH:44]=2)[CH:14]=1)(=O)C.C(O)(=O)CC(CC(O)=O)(C(O)=O)O, predict the reaction product. The product is: [CH2:42]([O:41][C:15]1[CH:14]=[C:13]([OH:12])[CH:40]=[CH:39][C:16]=1[C:17]([NH:19][C:20]1[CH:32]=[C:31]([C:33]2[CH:38]=[CH:37][CH:36]=[CH:35][CH:34]=2)[CH:30]=[CH:29][C:21]=1[C:22]([O:24][C:25]([CH3:28])([CH3:27])[CH3:26])=[O:23])=[O:18])[C:43]1[CH:48]=[CH:47][CH:46]=[CH:45][CH:44]=1. (2) Given the reactants Cl[C:2]1[C:7]([C:8]([F:11])([F:10])[F:9])=[CH:6][N:5]=[C:4]([NH:12][C:13]2[CH:18]=[CH:17][C:16]([P:19]([CH3:22])([CH3:21])=[O:20])=[CH:15][CH:14]=2)[N:3]=1.C(N(CC)CC)C.[NH2:30][CH2:31][CH2:32][C:33]1[CH:38]=[CH:37][C:36]([S:39]([NH2:42])(=[O:41])=[O:40])=[CH:35][CH:34]=1, predict the reaction product. The product is: [CH3:21][P:19]([C:16]1[CH:17]=[CH:18][C:13]([NH:12][C:4]2[N:3]=[C:2]([NH:30][CH2:31][CH2:32][C:33]3[CH:34]=[CH:35][C:36]([S:39]([NH2:42])(=[O:40])=[O:41])=[CH:37][CH:38]=3)[C:7]([C:8]([F:11])([F:10])[F:9])=[CH:6][N:5]=2)=[CH:14][CH:15]=1)([CH3:22])=[O:20]. (3) Given the reactants [OH:1][C@@H:2]1[CH2:7][N:6]([C:8]([O:10][CH3:11])=[O:9])[C@H:5]([C:12]([N:14]2[CH2:19][CH2:18][N:17]([C:20]3[CH:25]=[CH:24][CH:23]=[CH:22][CH:21]=3)[CH2:16][CH2:15]2)=[O:13])[C@@H:4]([C:26]([O:28][CH3:29])=[O:27])[CH2:3]1.CC(C)([O-])C.[K+].[CH3:36][C:37]([O:40][C:41](=[O:44])[CH2:42]Br)([CH3:39])[CH3:38], predict the reaction product. The product is: [C:37]([O:40][C:41](=[O:44])[CH2:42][O:1][C@@H:2]1[CH2:7][N:6]([C:8]([O:10][CH3:11])=[O:9])[C@H:5]([C:12]([N:14]2[CH2:19][CH2:18][N:17]([C:20]3[CH:25]=[CH:24][CH:23]=[CH:22][CH:21]=3)[CH2:16][CH2:15]2)=[O:13])[C@@H:4]([C:26]([O:28][CH3:29])=[O:27])[CH2:3]1)([CH3:39])([CH3:38])[CH3:36]. (4) Given the reactants Br[C:2]1[CH:3]=[N:4][CH:5]=[CH:6][CH:7]=1.[F:8][C:9]1[CH:14]=[CH:13][C:12]([N+:15]([O-:17])=[O:16])=[CH:11][C:10]=1B1OC(C)(C)C(C)(C)O1.[F-].[K+].[C:29](P(C(C)(C)C)C(C)(C)C)(C)([CH3:31])[CH3:30].[CH2:42]1[CH2:46][O:45][CH2:44][CH2:43]1, predict the reaction product. The product is: [F:8][C:9]1[CH:14]=[CH:13][C:12]([N+:15]([O-:17])=[O:16])=[CH:11][C:10]=1[C:2]1[CH:3]=[N:4][CH:5]=[CH:6][CH:7]=1.[CH:2](=[CH:3][C:44]([CH:43]=[CH:42][C:46]1[CH:13]=[CH:14][CH:9]=[CH:10][CH:11]=1)=[O:45])[C:7]1[CH:31]=[CH:29][CH:30]=[CH:5][CH:6]=1. (5) Given the reactants C(OC([N:8]1[CH2:13][CH2:12][CH:11]([N:14]([C:18]([C:20]2[CH:21]=[N:22][C:23](Cl)=[N:24][CH:25]=2)=[O:19])[CH:15]2[CH2:17][CH2:16]2)[CH2:10][CH2:9]1)=O)(C)(C)C.[CH3:27][C:28]1[NH:29][CH:30]=[CH:31][N:32]=1, predict the reaction product. The product is: [CH:15]1([N:14]([CH:11]2[CH2:12][CH2:13][NH:8][CH2:9][CH2:10]2)[C:18]([C:20]2[CH:25]=[N:24][C:23]([N:29]3[CH:30]=[CH:31][N:32]=[C:28]3[CH3:27])=[N:22][CH:21]=2)=[O:19])[CH2:16][CH2:17]1. (6) Given the reactants Br[C:2]1[CH:7]=[CH:6][CH:5]=[CH:4][C:3]=1[S:8][CH2:9][C:10]1[C:15]([O:16][CH3:17])=[CH:14][C:13]([O:18][CH3:19])=[CH:12][C:11]=1[O:20][CH3:21].[Li]CCCC.[CH3:27][O:28][C:29]1[CH:30]=[C:31]([CH:34]=[CH:35][CH:36]=1)[CH:32]=[O:33].O, predict the reaction product. The product is: [CH3:27][O:28][C:29]1[CH:30]=[C:31]([CH:32]([C:2]2[CH:7]=[CH:6][CH:5]=[CH:4][C:3]=2[S:8][CH2:9][C:10]2[C:15]([O:16][CH3:17])=[CH:14][C:13]([O:18][CH3:19])=[CH:12][C:11]=2[O:20][CH3:21])[OH:33])[CH:34]=[CH:35][CH:36]=1. (7) Given the reactants [Br:1][C:2]1[C:3]([C:15]([O:17]CC)=O)=[C:4]([C:7](=O)[C:8]2[CH:13]=[CH:12][N:11]=[CH:10][CH:9]=2)[S:5][CH:6]=1.[CH3:20][NH:21][NH2:22], predict the reaction product. The product is: [Br:1][C:2]1[C:3]2[C:15](=[O:17])[N:21]([CH3:20])[N:22]=[C:7]([C:8]3[CH:13]=[CH:12][N:11]=[CH:10][CH:9]=3)[C:4]=2[S:5][CH:6]=1.